From a dataset of NCI-60 drug combinations with 297,098 pairs across 59 cell lines. Regression. Given two drug SMILES strings and cell line genomic features, predict the synergy score measuring deviation from expected non-interaction effect. (1) Drug 1: CC1=CC2C(CCC3(C2CCC3(C(=O)C)OC(=O)C)C)C4(C1=CC(=O)CC4)C. Drug 2: C(CC(=O)O)C(=O)CN.Cl. Cell line: SF-268. Synergy scores: CSS=14.4, Synergy_ZIP=-4.11, Synergy_Bliss=-0.820, Synergy_Loewe=-5.83, Synergy_HSA=-4.89. (2) Drug 1: COC1=C(C=C2C(=C1)N=CN=C2NC3=CC(=C(C=C3)F)Cl)OCCCN4CCOCC4. Drug 2: COC1=NC(=NC2=C1N=CN2C3C(C(C(O3)CO)O)O)N. Cell line: OVCAR-8. Synergy scores: CSS=30.6, Synergy_ZIP=-1.50, Synergy_Bliss=3.68, Synergy_Loewe=-26.4, Synergy_HSA=4.78. (3) Drug 1: CC1=C(C=C(C=C1)NC2=NC=CC(=N2)N(C)C3=CC4=NN(C(=C4C=C3)C)C)S(=O)(=O)N.Cl. Drug 2: CC1OCC2C(O1)C(C(C(O2)OC3C4COC(=O)C4C(C5=CC6=C(C=C35)OCO6)C7=CC(=C(C(=C7)OC)O)OC)O)O. Cell line: NCI-H522. Synergy scores: CSS=32.4, Synergy_ZIP=5.23, Synergy_Bliss=7.53, Synergy_Loewe=-5.00, Synergy_HSA=7.80. (4) Drug 1: C1CN1P(=S)(N2CC2)N3CC3. Drug 2: CC1C(C(CC(O1)OC2CC(OC(C2O)C)OC3=CC4=CC5=C(C(=O)C(C(C5)C(C(=O)C(C(C)O)O)OC)OC6CC(C(C(O6)C)O)OC7CC(C(C(O7)C)O)OC8CC(C(C(O8)C)O)(C)O)C(=C4C(=C3C)O)O)O)O. Cell line: A498. Synergy scores: CSS=39.7, Synergy_ZIP=-2.13, Synergy_Bliss=-1.11, Synergy_Loewe=-19.0, Synergy_HSA=-1.91. (5) Drug 1: CC12CCC3C(C1CCC2O)C(CC4=C3C=CC(=C4)O)CCCCCCCCCS(=O)CCCC(C(F)(F)F)(F)F. Drug 2: CN(CC1=CN=C2C(=N1)C(=NC(=N2)N)N)C3=CC=C(C=C3)C(=O)NC(CCC(=O)O)C(=O)O. Cell line: SK-OV-3. Synergy scores: CSS=17.4, Synergy_ZIP=-0.749, Synergy_Bliss=0.365, Synergy_Loewe=-30.4, Synergy_HSA=1.66. (6) Drug 1: C(CC(=O)O)C(=O)CN.Cl. Drug 2: CC12CCC3C(C1CCC2OP(=O)(O)O)CCC4=C3C=CC(=C4)OC(=O)N(CCCl)CCCl.[Na+]. Cell line: HCT116. Synergy scores: CSS=6.42, Synergy_ZIP=6.33, Synergy_Bliss=5.21, Synergy_Loewe=-24.9, Synergy_HSA=-7.66. (7) Drug 1: CC12CCC3C(C1CCC2O)C(CC4=C3C=CC(=C4)O)CCCCCCCCCS(=O)CCCC(C(F)(F)F)(F)F. Drug 2: CN(CCCl)CCCl.Cl. Cell line: DU-145. Synergy scores: CSS=34.9, Synergy_ZIP=-1.16, Synergy_Bliss=-3.03, Synergy_Loewe=-20.0, Synergy_HSA=-3.20.